Dataset: Cav3 T-type calcium channel HTS with 100,875 compounds. Task: Binary Classification. Given a drug SMILES string, predict its activity (active/inactive) in a high-throughput screening assay against a specified biological target. (1) The compound is S(=O)(=O)(N1CCN(CC1)c1ccccc1)c1sc(c(c1C(OC)=O)C)C(OC)=O. The result is 0 (inactive). (2) The drug is FC(F)(F)c1c(CN2CCN(CC2)C)cccc1. The result is 0 (inactive).